Dataset: Catalyst prediction with 721,799 reactions and 888 catalyst types from USPTO. Task: Predict which catalyst facilitates the given reaction. Reactant: [F:1][C:2]1[CH:3]=[CH:4][C:5]([C:10]2[CH:11]=[N:12][C:13]3[N:14]([CH:16]=[C:17]([CH2:19][O:20][C:21]4[CH:26]=[CH:25][C:24]([F:27])=[CH:23][CH:22]=4)[N:18]=3)[CH:15]=2)=[C:6]([CH2:8]O)[CH:7]=1.CN(C)C.CS([Cl:36])(=O)=O.C(OCC)(=O)C. The catalyst class is: 35. Product: [Cl:36][CH2:8][C:6]1[CH:7]=[C:2]([F:1])[CH:3]=[CH:4][C:5]=1[C:10]1[CH:11]=[N:12][C:13]2[N:14]([CH:16]=[C:17]([CH2:19][O:20][C:21]3[CH:26]=[CH:25][C:24]([F:27])=[CH:23][CH:22]=3)[N:18]=2)[CH:15]=1.